Dataset: Full USPTO retrosynthesis dataset with 1.9M reactions from patents (1976-2016). Task: Predict the reactants needed to synthesize the given product. (1) Given the product [Si:8]([O:7][C:6]1[CH:15]=[C:2]([B:23]([OH:28])[OH:24])[CH:3]=[CH:4][C:5]=1[O:16][CH3:17])([C:11]([CH3:14])([CH3:13])[CH3:12])([CH3:10])[CH3:9], predict the reactants needed to synthesize it. The reactants are: Br[C:2]1[CH:3]=[CH:4][C:5]([O:16][CH3:17])=[C:6]([CH:15]=1)[O:7][Si:8]([C:11]([CH3:14])([CH3:13])[CH3:12])([CH3:10])[CH3:9].[Li]CCCC.[B:23](OC(C)C)([O:28]C(C)C)[O:24]C(C)C. (2) Given the product [CH3:29][C:23]1[C:24]([CH3:28])=[CH:25][CH:26]=[CH:27][C:22]=1[C:20]1[N:19]=[C:18]([NH2:30])[N:17]=[C:16]([NH:13][CH2:12][CH2:11][C:9]2[NH:8][C:7]3[CH:14]=[C:3]([O:2][CH3:1])[CH:4]=[CH:5][C:6]=3[N:10]=2)[CH:21]=1, predict the reactants needed to synthesize it. The reactants are: [CH3:1][O:2][C:3]1[CH:4]=[CH:5][C:6]2[N:10]=[C:9]([CH2:11][CH2:12][NH2:13])[NH:8][C:7]=2[CH:14]=1.Cl[C:16]1[CH:21]=[C:20]([C:22]2[CH:27]=[CH:26][CH:25]=[C:24]([CH3:28])[C:23]=2[CH3:29])[N:19]=[C:18]([NH2:30])[N:17]=1. (3) Given the product [CH2:47]([N:46]([CH2:51][CH2:52][CH2:53][CH3:54])[C:45]([C:3]1[C:2]([Cl:1])=[C:6]([CH3:7])[N:5]([C:8]2[CH:32]=[CH:31][C:11]([C:12](=[O:13])[NH:14][S:15]([C:18]3[CH:19]=[CH:20][C:21]4[C:26](=[CH:25][C:24]([C:28]([N:56]5[CH2:61][CH2:60][O:59][CH2:58][CH2:57]5)=[O:29])=[CH:23][CH:22]=4)[CH:27]=3)(=[O:16])=[O:17])=[CH:10][C:9]=2[C:33]([N:35]2[CH2:44][CH2:43][C:42]3[C:37](=[CH:38][CH:39]=[CH:40][CH:41]=3)[CH2:36]2)=[O:34])[N:4]=1)=[O:55])[CH2:48][CH2:49][CH3:50], predict the reactants needed to synthesize it. The reactants are: [Cl:1][C:2]1[C:3]([C:45](=[O:55])[N:46]([CH2:51][CH2:52][CH2:53][CH3:54])[CH2:47][CH2:48][CH2:49][CH3:50])=[N:4][N:5]([C:8]2[CH:32]=[CH:31][C:11]([C:12]([NH:14][S:15]([C:18]3[CH:27]=[C:26]4[C:21]([CH:22]=[CH:23][C:24]([C:28](O)=[O:29])=[CH:25]4)=[CH:20][CH:19]=3)(=[O:17])=[O:16])=[O:13])=[CH:10][C:9]=2[C:33]([N:35]2[CH2:44][CH2:43][C:42]3[C:37](=[CH:38][CH:39]=[CH:40][CH:41]=3)[CH2:36]2)=[O:34])[C:6]=1[CH3:7].[NH:56]1[CH2:61][CH2:60][O:59][CH2:58][CH2:57]1. (4) Given the product [OH:26][N:25]=[C:1]([C:3]1[CH:4]=[CH:5][C:6]([O:7][CH2:8][CH:9]2[CH2:10][CH2:11][N:12]([C:15]([O:17][C:18]([CH3:19])([CH3:20])[CH3:21])=[O:16])[CH2:13][CH2:14]2)=[CH:22][CH:23]=1)[NH2:2], predict the reactants needed to synthesize it. The reactants are: [C:1]([C:3]1[CH:23]=[CH:22][C:6]([O:7][CH2:8][CH:9]2[CH2:14][CH2:13][N:12]([C:15]([O:17][C:18]([CH3:21])([CH3:20])[CH3:19])=[O:16])[CH2:11][CH2:10]2)=[CH:5][CH:4]=1)#[N:2].Cl.[NH2:25][OH:26].C(N(CC)CC)C. (5) Given the product [ClH:166].[NH2:36][C:37]1([C:41]2[CH:42]=[CH:43][C:44]([C:47]3[C:56](=[O:57])[C:55]4[C:50](=[C:51]([CH:58]5[CH2:60][CH2:59]5)[CH:52]=[CH:53][CH:54]=4)[O:49][C:48]=3[C:61]3[CH:62]=[CH:63][CH:64]=[CH:65][CH:66]=3)=[CH:45][CH:46]=2)[CH2:40][CH2:39][CH2:38]1, predict the reactants needed to synthesize it. The reactants are: NC1(C2C=CC(C3C(=O)C4C(=CC=C(F)C=4)OC=3C3C=CC=CC=3)=CC=2)CCC1.C(OC(=O)[NH:36][C:37]1([C:41]2[CH:46]=[CH:45][C:44]([C:47]3[C:56](=[O:57])[C:55]4[C:50](=[C:51]([CH:58]5[CH2:60][CH2:59]5)[CH:52]=[CH:53][CH:54]=4)[O:49][C:48]=3[C:61]3[CH:66]=[CH:65][CH:64]=[CH:63][CH:62]=3)=[CH:43][CH:42]=2)[CH2:40][CH2:39][CH2:38]1)(C)(C)C.C(OC(=O)NC1(C2C=CC(C3C(=O)C4C(=C(Br)C=CC=4)OC=3C3C=CC=CC=3)=CC=2)CCC1)(C)(C)C.C(O)(C(F)(F)F)=O.CN1C=C(B2OC(C)(C)C(C)(C)O2)C=N1.C(OC(=O)NC1(C2C=CC(C3C(=O)C4C(=CC(C5NN=CC=5)=CC=4)OC=3C3C=CC=CC=3)=CC=2)CCC1)(C)(C)C.[ClH:166].